This data is from Experimentally validated miRNA-target interactions with 360,000+ pairs, plus equal number of negative samples. The task is: Binary Classification. Given a miRNA mature sequence and a target amino acid sequence, predict their likelihood of interaction. The miRNA is hsa-miR-380-3p with sequence UAUGUAAUAUGGUCCACAUCUU. The protein sequence of the target gene is MALLRGVFIVAAKRTPFGAYGGLLKDFSATDLTEFAARAALSAGKVPPETIDSVIVGNVMQSSSDAAYLARHVGLRVGVPTETGALTLNRLCGSGFQSIVSGCQEICSKDAEVVLCGGTESMSQSPYCVRNVRFGTKFGLDLKLEDTLWAGLTDQHVKLPMGMTAENLAAKYNISREDCDRYALQSQQRWKAANEAGYFNEEMAPIEVKTKKGKQTMQVDEHARPQTTLEQLQKLPSVFKKDGTVTAGNASGVSDGAGAVIIASEDAVKKHNFTPLARVVGYFVSGCDPTIMGIGPVPAI.... Result: 0 (no interaction).